Regression. Given two drug SMILES strings and cell line genomic features, predict the synergy score measuring deviation from expected non-interaction effect. From a dataset of NCI-60 drug combinations with 297,098 pairs across 59 cell lines. (1) Drug 1: C1=CC(=CC=C1CC(C(=O)O)N)N(CCCl)CCCl.Cl. Drug 2: C(CCl)NC(=O)N(CCCl)N=O. Cell line: SK-OV-3. Synergy scores: CSS=7.36, Synergy_ZIP=-2.20, Synergy_Bliss=2.61, Synergy_Loewe=-2.04, Synergy_HSA=0.447. (2) Drug 1: CCCS(=O)(=O)NC1=C(C(=C(C=C1)F)C(=O)C2=CNC3=C2C=C(C=N3)C4=CC=C(C=C4)Cl)F. Drug 2: CC12CCC3C(C1CCC2OP(=O)(O)O)CCC4=C3C=CC(=C4)OC(=O)N(CCCl)CCCl.[Na+]. Cell line: NCIH23. Synergy scores: CSS=-4.45, Synergy_ZIP=7.02, Synergy_Bliss=-4.48, Synergy_Loewe=-8.48, Synergy_HSA=-8.17. (3) Drug 1: CC1=C(C=C(C=C1)C(=O)NC2=CC(=CC(=C2)C(F)(F)F)N3C=C(N=C3)C)NC4=NC=CC(=N4)C5=CN=CC=C5. Drug 2: C1C(C(OC1N2C=NC3=C2NC=NCC3O)CO)O. Cell line: NCI-H522. Synergy scores: CSS=-2.29, Synergy_ZIP=0.721, Synergy_Bliss=1.59, Synergy_Loewe=-3.79, Synergy_HSA=-3.77. (4) Drug 1: CS(=O)(=O)C1=CC(=C(C=C1)C(=O)NC2=CC(=C(C=C2)Cl)C3=CC=CC=N3)Cl. Drug 2: C1CN(P(=O)(OC1)NCCCl)CCCl. Cell line: SK-OV-3. Synergy scores: CSS=6.76, Synergy_ZIP=3.76, Synergy_Bliss=7.25, Synergy_Loewe=4.50, Synergy_HSA=5.78. (5) Drug 1: C1CCC(C1)C(CC#N)N2C=C(C=N2)C3=C4C=CNC4=NC=N3. Drug 2: C1CC(=O)NC(=O)C1N2C(=O)C3=CC=CC=C3C2=O. Cell line: OVCAR-5. Synergy scores: CSS=2.63, Synergy_ZIP=5.50, Synergy_Bliss=6.62, Synergy_Loewe=2.80, Synergy_HSA=2.15. (6) Drug 2: CNC(=O)C1=NC=CC(=C1)OC2=CC=C(C=C2)NC(=O)NC3=CC(=C(C=C3)Cl)C(F)(F)F. Drug 1: C1=NC2=C(N1)C(=S)N=C(N2)N. Synergy scores: CSS=44.4, Synergy_ZIP=-11.6, Synergy_Bliss=0.241, Synergy_Loewe=2.02, Synergy_HSA=2.64. Cell line: TK-10. (7) Synergy scores: CSS=3.80, Synergy_ZIP=4.54, Synergy_Bliss=11.8, Synergy_Loewe=4.84, Synergy_HSA=5.38. Cell line: MDA-MB-435. Drug 2: C(CC(=O)O)C(=O)CN.Cl. Drug 1: CC(C)(C#N)C1=CC(=CC(=C1)CN2C=NC=N2)C(C)(C)C#N. (8) Drug 1: COC1=C(C=C2C(=C1)N=CN=C2NC3=CC(=C(C=C3)F)Cl)OCCCN4CCOCC4. Drug 2: CCCCC(=O)OCC(=O)C1(CC(C2=C(C1)C(=C3C(=C2O)C(=O)C4=C(C3=O)C=CC=C4OC)O)OC5CC(C(C(O5)C)O)NC(=O)C(F)(F)F)O. Cell line: LOX IMVI. Synergy scores: CSS=7.34, Synergy_ZIP=-5.53, Synergy_Bliss=-5.70, Synergy_Loewe=-3.30, Synergy_HSA=-3.02. (9) Drug 1: COC1=C(C=C2C(=C1)N=CN=C2NC3=CC(=C(C=C3)F)Cl)OCCCN4CCOCC4. Drug 2: CCN(CC)CCCC(C)NC1=C2C=C(C=CC2=NC3=C1C=CC(=C3)Cl)OC. Cell line: PC-3. Synergy scores: CSS=49.0, Synergy_ZIP=8.81, Synergy_Bliss=11.5, Synergy_Loewe=15.6, Synergy_HSA=15.8. (10) Drug 1: C1CC(=O)NC(=O)C1N2CC3=C(C2=O)C=CC=C3N. Drug 2: CC1=C(C=C(C=C1)C(=O)NC2=CC(=CC(=C2)C(F)(F)F)N3C=C(N=C3)C)NC4=NC=CC(=N4)C5=CN=CC=C5. Cell line: HOP-92. Synergy scores: CSS=6.86, Synergy_ZIP=-1.15, Synergy_Bliss=0.592, Synergy_Loewe=1.64, Synergy_HSA=1.66.